This data is from Reaction yield outcomes from USPTO patents with 853,638 reactions. The task is: Predict the reaction yield, written as a fraction of the theoretical maximum amount of product (1.0 means a 100% yield; for example, 0.34 means a 34% yield). (1) The reactants are [CH3:1][S:2]([N:5]1[CH2:9][CH2:8][CH2:7][CH:6]1[C:10](OC)=[O:11])(=[O:4])=[O:3].[H-].[Al+3].[Li+].[H-].[H-].[H-]. The catalyst is O1CCCC1. The product is [CH3:1][S:2]([N:5]1[CH2:9][CH2:8][CH2:7][CH:6]1[CH2:10][OH:11])(=[O:4])=[O:3]. The yield is 0.770. (2) The reactants are [N:1]12[CH2:8][CH2:7][C:4]([C:9]([C:17]3[CH:22]=[CH:21][CH:20]=[CH:19][CH:18]=3)([C:11]3[CH:16]=[CH:15][CH:14]=[CH:13][CH:12]=3)[OH:10])([CH2:5][CH2:6]1)[CH2:3][CH2:2]2.[Br:23][CH2:24][CH2:25][CH2:26][O:27][C:28]1[CH:33]=[CH:32][C:31]([O:34][CH3:35])=[CH:30][CH:29]=1. The catalyst is CC#N. The product is [Br-:23].[OH:10][C:9]([C:17]1[CH:22]=[CH:21][CH:20]=[CH:19][CH:18]=1)([C:11]1[CH:12]=[CH:13][CH:14]=[CH:15][CH:16]=1)[C:4]12[CH2:5][CH2:6][N+:1]([CH2:24][CH2:25][CH2:26][O:27][C:28]3[CH:33]=[CH:32][C:31]([O:34][CH3:35])=[CH:30][CH:29]=3)([CH2:2][CH2:3]1)[CH2:8][CH2:7]2. The yield is 0.775. (3) The reactants are [OH:1][C@@H:2]1[CH2:6][CH2:5][N:4]([C:7]([C:9]2[S:17][C:16]3[C:11](=[N:12][CH:13]=[CH:14][C:15]=3[O:18][C:19]3[CH:20]=[CH:21][C:22]4[C:26]([C:27]([OH:29])=O)=[C:25]([CH3:30])[S:24][C:23]=4[CH:31]=3)[CH:10]=2)=[O:8])[CH2:3]1.[NH2:32][CH2:33][CH:34]1[CH2:36][CH2:35]1.C(N(C(C)C)CC)(C)C.CN(C(ON1N=NC2C=CC=CC1=2)=[N+](C)C)C.F[P-](F)(F)(F)(F)F. No catalyst specified. The product is [CH:34]1([CH2:33][NH:32][C:27]([C:26]2[C:22]3[CH:21]=[CH:20][C:19]([O:18][C:15]4[CH:14]=[CH:13][N:12]=[C:11]5[CH:10]=[C:9]([C:7]([N:4]6[CH2:5][CH2:6][C@@H:2]([OH:1])[CH2:3]6)=[O:8])[S:17][C:16]=45)=[CH:31][C:23]=3[S:24][C:25]=2[CH3:30])=[O:29])[CH2:36][CH2:35]1. The yield is 0.460. (4) The reactants are Cl[CH2:2]/[CH:3]=[CH:4]\[B:5]1[O:9][C:8]([CH3:11])([CH3:10])[C:7]([CH3:13])([CH3:12])[O:6]1.[NH:14]1[CH2:19][CH2:18][CH:17]([NH:20][C:21](=[O:27])[O:22][C:23]([CH3:26])([CH3:25])[CH3:24])[CH2:16][CH2:15]1. No catalyst specified. The product is [CH3:12][C:7]1([CH3:13])[C:8]([CH3:11])([CH3:10])[O:9][B:5](/[CH:4]=[CH:3]/[CH2:2][N:14]2[CH2:15][CH2:16][CH:17]([NH:20][C:21](=[O:27])[O:22][C:23]([CH3:25])([CH3:24])[CH3:26])[CH2:18][CH2:19]2)[O:6]1. The yield is 0.300. (5) The reactants are [NH2:1][C:2]1[CH:11]=[C:10]([O:12][CH2:13][C:14]2[CH:19]=[CH:18][CH:17]=[CH:16][CH:15]=2)[C:9]([O:20][CH3:21])=[CH:8][C:3]=1[C:4]([O:6][CH3:7])=[O:5].[CH3:22][N:23]([CH:25](OC)OC)[CH3:24]. The product is [CH2:13]([O:12][C:10]1[C:9]([O:20][CH3:21])=[CH:8][C:3]([C:4]([O:6][CH3:7])=[O:5])=[C:2]([N:1]=[CH:22][N:23]([CH3:25])[CH3:24])[CH:11]=1)[C:14]1[CH:15]=[CH:16][CH:17]=[CH:18][CH:19]=1. No catalyst specified. The yield is 0.860.